From a dataset of Reaction yield outcomes from USPTO patents with 853,638 reactions. Predict the reaction yield, written as a fraction of the theoretical maximum amount of product (1.0 means a 100% yield; for example, 0.34 means a 34% yield). (1) The reactants are [OH:1][C:2]1[C:3](=[O:16])[NH:4][N:5]=[C:6]([CH2:8][CH2:9][C:10]2[CH:15]=CC=CC=2)[CH:7]=1.C(OC1N=NC(C=C2CC2)=CC=1OCC1C=CC=CC=1)C1C=CC=CC=1. The catalyst is CO. The product is [CH:9]1([CH2:8][C:6]2[CH:7]=[C:2]([OH:1])[C:3](=[O:16])[NH:4][N:5]=2)[CH2:10][CH2:15]1. The yield is 0.460. (2) The reactants are N[C:2]1[N:7]=[CH:6][C:5]([O:8][C:9]2[CH:14]=[CH:13][N:12]=[C:11]([C:15]([NH:17][CH3:18])=[O:16])[CH:10]=2)=[CH:4][CH:3]=1.[I-:19].[K+].C(ON=O)(C)(C)C. The catalyst is C(I)I.CCOC(C)=O. The product is [I:19][C:2]1[N:7]=[CH:6][C:5]([O:8][C:9]2[CH:14]=[CH:13][N:12]=[C:11]([C:15]([NH:17][CH3:18])=[O:16])[CH:10]=2)=[CH:4][CH:3]=1. The yield is 0.368. (3) The reactants are [F:1][C:2]1[CH:7]=[CH:6][C:5]([CH2:8][C:9]([N:11]2[CH2:15][CH:14]([O:16][C:17](=[O:22])[C:18]([CH3:21])([CH3:20])[CH3:19])[CH2:13][N:12]2[C:23]([C:25]2[CH:30]=[CH:29][N:28]=[C:27]([S:31][CH3:32])[N:26]=2)=O)=[O:10])=[CH:4][CH:3]=1.[H-].[Na+]. The catalyst is C1COCC1. The product is [F:1][C:2]1[CH:3]=[CH:4][C:5]([C:8]2[C:9](=[O:10])[N:11]3[CH2:15][CH:14]([O:16][C:17](=[O:22])[C:18]([CH3:19])([CH3:21])[CH3:20])[CH2:13][N:12]3[C:23]=2[C:25]2[CH:30]=[CH:29][N:28]=[C:27]([S:31][CH3:32])[N:26]=2)=[CH:6][CH:7]=1. The yield is 0.300. (4) The reactants are [OH:1][CH2:2][CH2:3][N:4]1[CH:8]=[C:7]([CH:9]=[CH2:10])[N:6]=[C:5]1[CH:11]1[CH2:16][CH2:15][N:14]([C:17]([O:19][C:20]([CH3:23])([CH3:22])[CH3:21])=[O:18])[CH2:13][CH2:12]1.[H][H]. The catalyst is [Pd].C(O)C. The product is [CH2:9]([C:7]1[N:6]=[C:5]([CH:11]2[CH2:16][CH2:15][N:14]([C:17]([O:19][C:20]([CH3:21])([CH3:23])[CH3:22])=[O:18])[CH2:13][CH2:12]2)[N:4]([CH2:3][CH2:2][OH:1])[CH:8]=1)[CH3:10]. The yield is 0.990. (5) The reactants are [Cl:1][C:2]1[N:7]=[C:6]([C:8]2[CH:9]=[N:10][NH:11][CH:12]=2)[N:5]2[CH:13]=[CH:14][N:15]=[C:4]2[CH:3]=1.[CH:16]1([CH:19]=[CH:20][C:21]#[N:22])[CH2:18][CH2:17]1.C1CCN2C(=NCCC2)CC1. The catalyst is C(#N)C. The product is [Cl:1][C:2]1[N:7]=[C:6]([C:8]2[CH:12]=[N:11][N:10]([CH:19]([CH:16]3[CH2:18][CH2:17]3)[CH2:20][C:21]#[N:22])[CH:9]=2)[N:5]2[CH:13]=[CH:14][N:15]=[C:4]2[CH:3]=1. The yield is 0.765. (6) The reactants are [Br:1][C:2]1[CH:3]=[CH:4][C:5]2[N:6]([CH:8]=[C:9]([NH2:11])[N:10]=2)[CH:7]=1.[H-].[Na+].Cl[C:15]1[CH:20]=[C:19]([CH2:21][N:22]2[CH2:26][CH2:25][CH2:24][CH2:23]2)[CH:18]=[CH:17][N:16]=1. The catalyst is C1COCC1. The product is [Br:1][C:2]1[CH:3]=[CH:4][C:5]2[N:6]([CH:8]=[C:9]([NH:11][C:17]3[CH:18]=[C:19]([CH2:21][N:22]4[CH2:23][CH2:24][CH2:25][CH2:26]4)[CH:20]=[CH:15][N:16]=3)[N:10]=2)[CH:7]=1. The yield is 0.800.